Dataset: Reaction yield outcomes from USPTO patents with 853,638 reactions. Task: Predict the reaction yield, written as a fraction of the theoretical maximum amount of product (1.0 means a 100% yield; for example, 0.34 means a 34% yield). (1) The reactants are C(=O)(O)[O-].[Na+].[C:14](O[C:14]([O:16][C:17]([CH3:20])([CH3:19])[CH3:18])=[O:15])([O:16][C:17]([CH3:20])([CH3:19])[CH3:18])=[O:15].Br.[Br:22][CH2:23][CH2:24][NH2:25]. The catalyst is O.ClCCl. The product is [Br:22][CH2:23][CH2:24][NH:25][C:14](=[O:15])[O:16][C:17]([CH3:18])([CH3:19])[CH3:20]. The yield is 0.720. (2) The reactants are [NH2:1][C:2]1[C:11]2[C:6](=[C:7](Br)[CH:8]=[CH:9][CH:10]=2)[N:5]=[N:4][C:3]=1[C:13]([NH:15][CH:16]1[CH2:18][CH2:17]1)=[O:14].[CH3:19][O:20][C:21]1[CH:26]=[CH:25][C:24]([O:27][CH3:28])=[CH:23][C:22]=1B(O)O. No catalyst specified. The product is [NH2:1][C:2]1[C:11]2[C:6](=[C:7]([C:25]3[CH:26]=[C:21]([O:20][CH3:19])[CH:22]=[CH:23][C:24]=3[O:27][CH3:28])[CH:8]=[CH:9][CH:10]=2)[N:5]=[N:4][C:3]=1[C:13]([NH:15][CH:16]1[CH2:18][CH2:17]1)=[O:14]. The yield is 0.850. (3) The reactants are [C:1]([O:7][CH2:8][N:9]1[C:18](=[O:19])[C:17]2[C:12](=[CH:13][CH:14]=[C:15]([OH:20])[CH:16]=2)[N:11]=[CH:10]1)(=[O:6])[C:2]([CH3:5])([CH3:4])[CH3:3].C1(P(C2C=CC=CC=2)C2C=CC=CC=2)C=CC=CC=1.O[CH:41]1[CH2:46][CH2:45][N:44]([C:47]([O:49][C:50]([CH3:53])([CH3:52])[CH3:51])=[O:48])[CH2:43][CH2:42]1. The catalyst is C(Cl)Cl. The product is [CH3:3][C:2]([CH3:5])([CH3:4])[C:1]([O:7][CH2:8][N:9]1[C:18](=[O:19])[C:17]2[C:12](=[CH:13][CH:14]=[C:15]([O:20][CH:41]3[CH2:46][CH2:45][N:44]([C:47]([O:49][C:50]([CH3:53])([CH3:52])[CH3:51])=[O:48])[CH2:43][CH2:42]3)[CH:16]=2)[N:11]=[CH:10]1)=[O:6]. The yield is 0.910. (4) The reactants are [F:1][C:2]1[CH:7]=[C:6]([Si:8]([CH3:11])([CH3:10])[CH3:9])[CH:5]=[CH:4][C:3]=1[NH2:12].[Li+].C[Si]([N-][Si](C)(C)C)(C)C.Cl[C:24]1[C:25]([C:31]([OH:33])=[O:32])=[N:26][CH:27]=[C:28]([Cl:30])[N:29]=1. The catalyst is C1COCC1. The product is [Cl:30][C:28]1[N:29]=[C:24]([NH:12][C:3]2[CH:4]=[CH:5][C:6]([Si:8]([CH3:9])([CH3:11])[CH3:10])=[CH:7][C:2]=2[F:1])[C:25]([C:31]([OH:33])=[O:32])=[N:26][CH:27]=1. The yield is 0.838.